From a dataset of Forward reaction prediction with 1.9M reactions from USPTO patents (1976-2016). Predict the product of the given reaction. (1) Given the reactants [I-].[CH2:2]([N+:5]1[C:14]2[C:13]3[O:15][CH2:16][CH2:17][O:18][C:12]=3[CH:11]=[CH:10][C:9]=2[CH:8]=[CH:7][CH:6]=1)[CH:3]=[CH2:4].[OH-:19].[K+].O, predict the reaction product. The product is: [CH2:2]([N:5]1[C:14]2[C:13]3[O:15][CH2:16][CH2:17][O:18][C:12]=3[CH:11]=[CH:10][C:9]=2[CH:8]=[CH:7][C:6]1=[O:19])[CH:3]=[CH2:4]. (2) Given the reactants [CH3:1][O:2][C:3]1[N:4]=[C:5]2[C:10](=[CH:11][CH:12]=1)[N:9]=[CH:8][C:7]([N+:13]([O-:15])=[O:14])=[C:6]2O.P(Br)(Br)[Br:18], predict the reaction product. The product is: [Br:18][C:6]1[C:7]([N+:13]([O-:15])=[O:14])=[CH:8][N:9]=[C:10]2[C:5]=1[N:4]=[C:3]([O:2][CH3:1])[CH:12]=[CH:11]2. (3) Given the reactants [CH:1]1([NH:6][C:7]2[CH2:11][CH2:10][CH2:9][C:8]=2[C:12]([O:14][CH3:15])=[O:13])[CH2:5][CH2:4][CH2:3][CH2:2]1.C1(N)CCCC1.COC(C1CCCC1=O)=O.C(O[BH-](OC(=O)C)OC(=O)C)(=O)C.[Na+].C([O-])(=O)C.[Na+], predict the reaction product. The product is: [CH:1]1([NH:6][CH:7]2[CH2:11][CH2:10][CH2:9][CH:8]2[C:12]([O:14][CH3:15])=[O:13])[CH2:2][CH2:3][CH2:4][CH2:5]1. (4) Given the reactants [N:1]([CH2:4][C@@H:5]1[CH2:10][CH2:9][C@H:8]([O:11][CH2:12][CH2:13][O:14][C:15]2[CH:20]=[CH:19][CH:18]=[CH:17][CH:16]=2)[CH2:7][CH2:6]1)=[N+]=[N-], predict the reaction product. The product is: [O:14]([CH2:13][CH2:12][O:11][C@@H:8]1[CH2:9][CH2:10][C@H:5]([CH2:4][NH2:1])[CH2:6][CH2:7]1)[C:15]1[CH:20]=[CH:19][CH:18]=[CH:17][CH:16]=1. (5) Given the reactants [OH:1][CH:2]1[O:10][C@H](CO)[C@@H:7]([OH:8])[C@H:5]([OH:6])[C@H:3]1N.[OH2:13], predict the reaction product. The product is: [C:7]([OH:8])(=[O:13])[CH:5]([CH2:3][C:2]([OH:1])=[O:10])[OH:6]. (6) Given the reactants [CH3:1][C:2]([C:5]1[CH:6]=[C:7]([S:16][C:17]([S:20][C:21]2[CH:26]=[C:25]([C:27]([CH3:30])([CH3:29])[CH3:28])[C:24]([OH:31])=[C:23]([C:32]([CH3:35])([CH3:34])[CH3:33])[CH:22]=2)([CH3:19])[CH3:18])[CH:8]=[C:9]([C:12]([CH3:15])([CH3:14])[CH3:13])[C:10]=1[OH:11])([CH3:4])[CH3:3].C1(P(C2C=CC=CC=2)C2C=CC=CC=2)C=CC=CC=1.N(C(OCC)=O)=NC(OCC)=O.[CH2:67]([O:69][CH:70]1[O:74][C@@H:73]([CH2:75]O)[C@H:72]([CH2:77][OH:78])[O:71]1)[CH3:68], predict the reaction product. The product is: [C:12]([C:9]1[CH:8]=[C:7]([S:16][C:17]([S:20][C:21]2[CH:22]=[C:23]([C:32]([CH3:35])([CH3:34])[CH3:33])[C:24]([O:31][CH2:75][C@H:73]3[C@H:72]([CH2:77][OH:78])[O:71][CH:70]([O:69][CH2:67][CH3:68])[O:74]3)=[C:25]([C:27]([CH3:30])([CH3:29])[CH3:28])[CH:26]=2)([CH3:18])[CH3:19])[CH:6]=[C:5]([C:2]([CH3:1])([CH3:3])[CH3:4])[C:10]=1[OH:11])([CH3:13])([CH3:14])[CH3:15]. (7) Given the reactants [C:1]1(=[O:10])[C:9]2[C:4](=[CH:5][CH:6]=[CH:7][CH:8]=2)[CH2:3][CH2:2]1.[N+:11]([O-])([O-:13])=[O:12].[K+], predict the reaction product. The product is: [N+:11]([C:5]1[CH:6]=[CH:7][CH:8]=[C:9]2[C:4]=1[CH2:3][CH2:2][C:1]2=[O:10])([O-:13])=[O:12]. (8) Given the reactants [CH3:1][O:2][C:3]1[CH:4]=[CH:5][C:6]([CH3:24])=[C:7]2[C:11]=1[CH:10]([NH:12][C:13]1[CH:22]=[CH:21][C:20]3[C:15](=[CH:16][CH:17]=[C:18]([NH2:23])[CH:19]=3)[N:14]=1)[CH2:9][CH2:8]2.[CH:25]([N:28]=[C:29]=[O:30])([CH3:27])[CH3:26], predict the reaction product. The product is: [CH:25]([NH:28][C:29]([NH:23][C:18]1[CH:19]=[C:20]2[C:15](=[CH:16][CH:17]=1)[N:14]=[C:13]([NH:12][CH:10]1[C:11]3[C:7](=[C:6]([CH3:24])[CH:5]=[CH:4][C:3]=3[O:2][CH3:1])[CH2:8][CH2:9]1)[CH:22]=[CH:21]2)=[O:30])([CH3:27])[CH3:26]. (9) Given the reactants [CH3:1][C:2]1[CH:7]=[C:6]([O:8][CH3:9])[CH:5]=[CH:4][C:3]=1B(O)O.Br[C:14]1[CH:15]=[C:16]2[C:21]3=[C:22]([CH2:24][CH2:25][CH2:26][N:20]3[CH2:19][C@@H:18]3[CH2:27][N:28](C(OC(C)(C)C)=O)[CH2:29][C@@H:17]23)[CH:23]=1, predict the reaction product. The product is: [CH3:9][O:8][C:6]1[CH:5]=[CH:4][C:3]([C:14]2[CH:15]=[C:16]3[C:21]4=[C:22]([CH2:24][CH2:25][CH2:26][N:20]4[CH2:19][C@@H:18]4[CH2:27][NH:28][CH2:29][C@@H:17]34)[CH:23]=2)=[C:2]([CH3:1])[CH:7]=1. (10) The product is: [Cl:61][CH2:62][C@H:63]([OH:80])[C@@H:64]([NH:72][C:73]([O:75][C:76]([CH3:78])([CH3:77])[CH3:79])=[O:74])[CH2:65][C:66]1[CH:71]=[CH:70][CH:69]=[CH:68][CH:67]=1. Given the reactants O=C[C@@H]([C@H]([C@@H]([C@@H](CO)O)O)O)O.C1C=[N+]([C@@H]2O[C@H](COP(OP(OC[C@H]3O[C@@H](N4C5N=CN=C(N)C=5N=C4)[C@H](OP(O)(O)=O)[C@@H]3O)(O)=O)(O)=O)[C@@H](O)[C@H]2O)C=C(C(N)=O)C=1.[Cl:61][CH2:62][C:63](=[O:80])[C@@H:64]([NH:72][C:73]([O:75][C:76]([CH3:79])([CH3:78])[CH3:77])=[O:74])[CH2:65][C:66]1[CH:71]=[CH:70][CH:69]=[CH:68][CH:67]=1, predict the reaction product.